The task is: Predict the reaction yield, written as a fraction of the theoretical maximum amount of product (1.0 means a 100% yield; for example, 0.34 means a 34% yield).. This data is from Reaction yield outcomes from USPTO patents with 853,638 reactions. (1) The reactants are [Cl:1][C:2]1[CH:3]=[C:4]([CH2:9][CH2:10][C@H:11]([NH:13][S@](C(C)(C)C)=O)[CH3:12])[CH:5]=[CH:6][C:7]=1[Cl:8].Cl.CC(S(OC)=O)(C)C. The catalyst is CO.O1CCOCC1. The product is [ClH:1].[Cl:1][C:2]1[CH:3]=[C:4]([CH2:9][CH2:10][C@H:11]([NH2:13])[CH3:12])[CH:5]=[CH:6][C:7]=1[Cl:8]. The yield is 0.970. (2) The reactants are [CH3:1][C@@H:2]1[CH2:6][CH2:5][CH2:4][N:3]1[CH:7]([C:19]1[CH:24]=[CH:23][CH:22]=[CH:21][CH:20]=1)[C:8]([O:10][C@@H:11]1[CH:16]2[CH2:17][CH2:18][N:13]([CH2:14][CH2:15]2)[CH2:12]1)=[O:9].[Cl:25][CH2:26][C:27]([C:29]1[CH:34]=[CH:33][CH:32]=[CH:31][CH:30]=1)=[O:28].CCOCC.C(Cl)Cl. The catalyst is C(OCC)(=O)C.C(#N)C. The product is [Cl-:25].[CH3:1][C@@H:2]1[CH2:6][CH2:5][CH2:4][N:3]1[CH:7]([C:19]1[CH:24]=[CH:23][CH:22]=[CH:21][CH:20]=1)[C:8]([O:10][C@@H:11]1[CH:16]2[CH2:15][CH2:14][N+:13]([CH2:26][C:27](=[O:28])[C:29]3[CH:34]=[CH:33][CH:32]=[CH:31][CH:30]=3)([CH2:18][CH2:17]2)[CH2:12]1)=[O:9]. The yield is 0.355. (3) The reactants are [CH3:1][C:2]1[CH:7]=[CH:6][C:5]([C:8](=[O:10])[CH3:9])=[CH:4][CH:3]=1.[CH3:11][N:12]([CH:14](OC)OC)[CH3:13]. No catalyst specified. The product is [CH3:11][N:12]([CH3:14])/[CH:13]=[CH:9]/[C:8]([C:5]1[CH:6]=[CH:7][C:2]([CH3:1])=[CH:3][CH:4]=1)=[O:10]. The yield is 0.740. (4) The reactants are [C:1]([O:5][C:6]([N:8]([CH2:26][C:27]([O:29][C:30]([CH3:33])([CH3:32])[CH3:31])=[O:28])[C:9]1[CH:14]=[CH:13][CH:12]=[C:11]([CH2:15][NH:16][S:17]([C:20]2[CH:25]=[CH:24][CH:23]=[CH:22][N:21]=2)(=[O:19])=[O:18])[N:10]=1)=[O:7])([CH3:4])([CH3:3])[CH3:2].[CH2:34]([C:36]1[CH:37]=[C:38]([C:42]2[CH:47]=[CH:46][C:45]([CH2:48]O)=[CH:44][CH:43]=2)[CH:39]=[CH:40][CH:41]=1)[CH3:35].C(C1C=C(C2C=CC(CO)=CC=2)C=CC=1)=CC.C(P(CCCC)CCCC)CCC.CN(C)C(N=NC(N(C)C)=O)=O. No catalyst specified. The product is [C:1]([O:5][C:6]([N:8]([CH2:26][C:27]([O:29][C:30]([CH3:33])([CH3:32])[CH3:31])=[O:28])[C:9]1[CH:14]=[CH:13][CH:12]=[C:11]([CH:15]([CH2:48][C:45]2[CH:44]=[CH:43][C:42]([C:38]3[CH:39]=[CH:40][CH:41]=[C:36]([CH2:34][CH3:35])[CH:37]=3)=[CH:47][CH:46]=2)[NH:16][S:17]([C:20]2[CH:25]=[CH:24][CH:23]=[CH:22][N:21]=2)(=[O:19])=[O:18])[N:10]=1)=[O:7])([CH3:4])([CH3:3])[CH3:2]. The yield is 0.900. (5) The reactants are [CH2:1]([S:3][C:4]1[C:12]2[O:11][C:10]([CH3:14])([CH3:13])[CH2:9][C:8]=2[CH:7]=[C:6]([CH:15]=[C:16]([CH3:18])[CH3:17])[CH:5]=1)[CH3:2].[C:19]([C:21]1[CH:22]=[C:23]([CH:30]=[CH:31][CH:32]=1)[C:24]([O:26][CH:27]([CH3:29])[CH3:28])=[O:25])#[N:20].S(=O)(=O)(O)O.C(=O)([O-])O.[Na+]. The yield is 0.0700. The product is [CH:27]([O:26][C:24](=[O:25])[C:23]1[CH:30]=[CH:31][CH:32]=[C:21]([C:19]2[C:7]3[C:6](=[CH:5][C:4]([S:3][CH2:1][CH3:2])=[C:12]4[O:11][C:10]([CH3:13])([CH3:14])[CH2:9][C:8]4=3)[CH2:15][C:16]([CH3:17])([CH3:18])[N:20]=2)[CH:22]=1)([CH3:29])[CH3:28]. The catalyst is C(O)(=O)C.C1(C)C=CC=CC=1. (6) The reactants are [Br:1][C:2]1[C:3](Cl)=[N:4][C:5]([Cl:8])=[N:6][CH:7]=1.[CH:10]1([NH2:15])[CH2:14][CH2:13][CH2:12][CH2:11]1. The catalyst is O1CCOCC1.C(OCC)(=O)C. The product is [Br:1][C:2]1[C:3]([NH:15][CH:10]2[CH2:14][CH2:13][CH2:12][CH2:11]2)=[N:4][C:5]([Cl:8])=[N:6][CH:7]=1. The yield is 1.00. (7) The reactants are [N:1]([CH2:4][CH2:5][CH2:6]Cl)=[N+:2]=[N-:3].[OH:8][C:9]1[CH:16]=[CH:15][C:12]([CH2:13][OH:14])=[CH:11][CH:10]=1.C([O-])([O-])=O.[K+].[K+].C(OCC)C. The catalyst is CN(C=O)C. The product is [N:1]([CH2:4][CH2:5][CH2:6][O:8][C:9]1[CH:16]=[CH:15][C:12]([CH2:13][OH:14])=[CH:11][CH:10]=1)=[N+:2]=[N-:3]. The yield is 0.780.